From a dataset of Catalyst prediction with 721,799 reactions and 888 catalyst types from USPTO. Predict which catalyst facilitates the given reaction. (1) Reactant: [C:1]([O:5][C:6](=[O:12])[NH:7][O:8][CH2:9][CH2:10]Br)([CH3:4])([CH3:3])[CH3:2].[NH:13]1[CH2:18][CH2:17][O:16][CH2:15][CH2:14]1. Product: [C:1]([O:5][C:6](=[O:12])[NH:7][O:8][CH2:9][CH2:10][N:13]1[CH2:18][CH2:17][O:16][CH2:15][CH2:14]1)([CH3:4])([CH3:3])[CH3:2]. The catalyst class is: 31. (2) Reactant: [Cl:1][C:2]1[N:3]=[C:4]([C:9]([NH:11][CH:12]2[CH2:15][N:14]([C:16]3[S:17][C:18]([C:21]([O:23]CC)=[O:22])=[CH:19][N:20]=3)[CH2:13]2)=[O:10])[NH:5][C:6]=1[CH2:7][CH3:8].[OH-].[Li+].O. Product: [Cl:1][C:2]1[N:3]=[C:4]([C:9]([NH:11][CH:12]2[CH2:13][N:14]([C:16]3[S:17][C:18]([C:21]([OH:23])=[O:22])=[CH:19][N:20]=3)[CH2:15]2)=[O:10])[NH:5][C:6]=1[CH2:7][CH3:8]. The catalyst class is: 5.